From a dataset of Full USPTO retrosynthesis dataset with 1.9M reactions from patents (1976-2016). Predict the reactants needed to synthesize the given product. (1) Given the product [F:3][C:4]1[CH:5]=[C:6]([C:10]2[S:14][C:13]([CH3:15])=[N:12][C:11]=2[C:16]([N:18]2[CH2:23][CH:22]([O:24][CH3:1])[CH2:21][CH2:20][CH:19]2[C:25]([O:27][CH3:28])=[O:26])=[O:17])[CH:7]=[CH:8][CH:9]=1, predict the reactants needed to synthesize it. The reactants are: [CH3:1]I.[F:3][C:4]1[CH:5]=[C:6]([C:10]2[S:14][C:13]([CH3:15])=[N:12][C:11]=2[C:16]([N:18]2[CH2:23][CH:22]([OH:24])[CH2:21][CH2:20][CH:19]2[C:25]([O:27][CH3:28])=[O:26])=[O:17])[CH:7]=[CH:8][CH:9]=1. (2) Given the product [Br:16][C:17]1[CH:18]=[C:19]([NH:23][C:24]([NH:8][CH2:7][C:4]2[N:3]([C:9]3[CH:14]=[CH:13][C:12]([CH3:15])=[CH:11][CH:10]=3)[C:2]([CH3:1])=[N:6][N:5]=2)=[O:25])[CH:20]=[CH:21][CH:22]=1, predict the reactants needed to synthesize it. The reactants are: [CH3:1][C:2]1[N:3]([C:9]2[CH:14]=[CH:13][C:12]([CH3:15])=[CH:11][CH:10]=2)[C:4]([CH2:7][NH2:8])=[N:5][N:6]=1.[Br:16][C:17]1[CH:18]=[C:19]([N:23]=[C:24]=[O:25])[CH:20]=[CH:21][CH:22]=1. (3) Given the product [CH3:1][C:2]1[S:6][C:5]2=[N:7][C:8]([C:10]3[CH:15]=[CH:14][C:13]([NH2:16])=[CH:12][CH:11]=3)=[CH:9][N:4]2[CH:3]=1, predict the reactants needed to synthesize it. The reactants are: [CH3:1][C:2]1[S:6][C:5]2=[N:7][C:8]([C:10]3[CH:15]=[CH:14][C:13]([N+:16]([O-])=O)=[CH:12][CH:11]=3)=[CH:9][N:4]2[CH:3]=1.O.O.[Sn](Cl)Cl.C(Cl)Cl.CCOC(C)=O. (4) Given the product [Cl:1][C:2]1[N:3]=[C:4]([O:33][CH:31]2[CH2:30][CH:29]([NH:28][C:27](=[O:34])[O:26][C:22]([CH3:24])([CH3:23])[CH3:25])[CH2:32]2)[C:5]2[C:10]([C:11]#[N:12])=[CH:9][N:8]([CH2:13][O:14][CH2:15][CH2:16][Si:17]([CH3:20])([CH3:19])[CH3:18])[C:6]=2[N:7]=1, predict the reactants needed to synthesize it. The reactants are: [Cl:1][C:2]1[N:3]=[C:4](Cl)[C:5]2[C:10]([C:11]#[N:12])=[CH:9][N:8]([CH2:13][O:14][CH2:15][CH2:16][Si:17]([CH3:20])([CH3:19])[CH3:18])[C:6]=2[N:7]=1.[C:22]([O:26][C:27](=[O:34])[NH:28][CH:29]1[CH2:32][CH:31]([OH:33])[CH2:30]1)([CH3:25])([CH3:24])[CH3:23].C[Si]([N-][Si](C)(C)C)(C)C.[K+].